Task: Predict the reactants needed to synthesize the given product.. Dataset: Full USPTO retrosynthesis dataset with 1.9M reactions from patents (1976-2016) (1) Given the product [Br:17][C:18]1[CH:23]=[C:22]([O:8][C:7]2[C:6]([F:9])=[C:5]([CH3:10])[CH:4]=[CH:3][C:2]=2[Cl:1])[CH:21]=[C:20]([Cl:25])[CH:19]=1, predict the reactants needed to synthesize it. The reactants are: [Cl:1][C:2]1[C:7]([OH:8])=[C:6]([F:9])[C:5]([CH3:10])=[CH:4][CH:3]=1.CC(C)([O-])C.[K+].[Br:17][C:18]1[CH:23]=[C:22](F)[CH:21]=[C:20]([Cl:25])[CH:19]=1. (2) Given the product [C@H:1]1([N:10]([CH2:11]/[CH:12]=[CH:13]/[C:14]2[CH:15]=[C:16]3[CH2:38][C@@:21]4([C:29]5[C:24](=[N:25][CH:26]=[CH:27][CH:28]=5)[NH:23][C:22]4=[O:37])[CH2:20][C:17]3=[N:18][CH:19]=2)[C:39](=[O:45])[C:40]([CH3:44])([CH3:43])[CH2:41][F:42])[C:9]2[C:4](=[CH:5][CH:6]=[CH:7][CH:8]=2)[CH2:3][CH2:2]1, predict the reactants needed to synthesize it. The reactants are: [C@H:1]1([N:10]([C:39](=[O:45])[C:40]([CH3:44])([CH3:43])[CH2:41][F:42])[CH2:11]/[CH:12]=[CH:13]/[C:14]2[CH:15]=[C:16]3[CH2:38][C@@:21]4([C:29]5[C:24](=[N:25][CH:26]=[CH:27][CH:28]=5)[N:23](C(OC(C)(C)C)=O)[C:22]4=[O:37])[CH2:20][C:17]3=[N:18][CH:19]=2)[C:9]2[C:4](=[CH:5][CH:6]=[CH:7][CH:8]=2)[CH2:3][CH2:2]1.Cl.[OH-].[Na+]. (3) Given the product [F:33][C:15]1[C:14]([F:34])=[C:13]2[C:12]([CH2:11][CH2:10][CH:9]([CH2:36][CH2:37][CH3:38])[O:8]2)=[CH:17][C:16]=1[C@H:18]1[CH2:19][CH2:20][C@H:21]([C@H:24]2[CH2:25][CH2:26][C@H:27]([CH2:30][CH2:31][CH3:32])[CH2:28][CH2:29]2)[CH2:22][CH2:23]1, predict the reactants needed to synthesize it. The reactants are: [H-].[Na+].C1COCC1.[OH:8][CH:9]([CH2:36][CH2:37][CH3:38])[CH2:10][CH2:11][C:12]1[C:13](F)=[C:14]([F:34])[C:15]([F:33])=[C:16]([C@H:18]2[CH2:23][CH2:22][C@H:21]([C@H:24]3[CH2:29][CH2:28][C@H:27]([CH2:30][CH2:31][CH3:32])[CH2:26][CH2:25]3)[CH2:20][CH2:19]2)[CH:17]=1.C1(C)C=CC=CC=1. (4) Given the product [C:17]([C:8]1([CH:11]2[CH2:12][CH2:13][CH2:14][CH2:15][CH2:16]2)[CH2:9][CH2:10][N:5]([C:3](=[O:4])[C@H:2]([NH:1][C:32]([NH:45][CH2:46][CH2:47][C:48]2[N:52]=[CH:51][NH:50][CH:49]=2)=[O:33])[CH2:22][C:23]2[CH:24]=[CH:25][C:26]([O:29][CH3:30])=[CH:27][CH:28]=2)[CH2:6][CH2:7]1)(=[O:21])[CH2:18][CH2:19][CH3:20], predict the reactants needed to synthesize it. The reactants are: [NH2:1][C@H:2]([CH2:22][C:23]1[CH:28]=[CH:27][C:26]([O:29][CH3:30])=[CH:25][CH:24]=1)[C:3]([N:5]1[CH2:10][CH2:9][C:8]([C:17](=[O:21])[CH2:18][CH2:19][CH3:20])([CH:11]2[CH2:16][CH2:15][CH2:14][CH2:13][CH2:12]2)[CH2:7][CH2:6]1)=[O:4].Cl[C:32](OC1C=CC([N+]([O-])=O)=CC=1)=[O:33].N.[NH2:45][CH2:46][CH2:47][C:48]1[N:52]=[CH:51][NH:50][CH:49]=1.[OH-].[Na+]. (5) Given the product [N:26]1([CH2:27][CH2:28][NH:29][C:3]([C:5]2[N:6]([CH3:20])[C:7]([C:10]3[S:18][C:17]4[C:12](=[N:13][CH:14]=[CH:15][C:16]=4[Cl:19])[CH:11]=3)=[CH:8][N:9]=2)=[O:4])[CH2:21][CH2:22][O:23][CH2:24][CH2:25]1, predict the reactants needed to synthesize it. The reactants are: CO[C:3]([C:5]1[N:6]([CH3:20])[C:7]([C:10]2[S:18][C:17]3[C:12](=[N:13][CH:14]=[CH:15][C:16]=3[Cl:19])[CH:11]=2)=[CH:8][N:9]=1)=[O:4].[CH2:21]1[N:26]([CH2:27][CH2:28][NH2:29])[CH2:25][CH2:24][O:23][CH2:22]1. (6) Given the product [NH2:1][CH2:2][C:3]([OH:5])=[O:4].[CH3:13][CH2:14][CH2:15][N:16]([C@@H:24]1[CH2:29][C:28]2[CH:30]=[CH:31][CH:32]=[C:33]([OH:34])[C:27]=2[CH2:26][CH2:25]1)[CH2:17][CH2:18][C:19]1[S:23][CH:22]=[CH:21][CH:20]=1, predict the reactants needed to synthesize it. The reactants are: [NH:1](C(OC(C)(C)C)=O)[CH2:2][C:3]([OH:5])=[O:4].[CH3:13][CH2:14][CH2:15][N:16]([C@@H:24]1[CH2:29][C:28]2[CH:30]=[CH:31][CH:32]=[C:33]([OH:34])[C:27]=2[CH2:26][CH2:25]1)[CH2:17][CH2:18][C:19]1[S:23][CH:22]=[CH:21][CH:20]=1.Cl.FC(F)(F)C(O)=O.